Dataset: Full USPTO retrosynthesis dataset with 1.9M reactions from patents (1976-2016). Task: Predict the reactants needed to synthesize the given product. Given the product [CH3:8][C:9]1[O:13][C:12]([CH:14]2[CH2:19][CH2:18][NH:17][CH2:16][CH2:15]2)=[N:11][N:10]=1, predict the reactants needed to synthesize it. The reactants are: C(O)(C(F)(F)F)=O.[CH3:8][C:9]1[O:13][C:12]([CH:14]2[CH2:19][CH2:18][N:17](C(OC(C)(C)C)=O)[CH2:16][CH2:15]2)=[N:11][N:10]=1.C1(C)C=CC=CC=1.